From a dataset of Catalyst prediction with 721,799 reactions and 888 catalyst types from USPTO. Predict which catalyst facilitates the given reaction. (1) Reactant: Cl[C:2]1[C:11]2[C:6](=[C:7]([N+:12]([O-:14])=[O:13])[CH:8]=[CH:9][CH:10]=2)[N:5]=[CH:4][N:3]=1.[C:15]([NH2:19])([CH3:18])([CH3:17])[CH3:16]. Product: [C:15]([NH:19][C:2]1[C:11]2[C:6](=[C:7]([N+:12]([O-:14])=[O:13])[CH:8]=[CH:9][CH:10]=2)[N:5]=[CH:4][N:3]=1)([CH3:18])([CH3:17])[CH3:16]. The catalyst class is: 17. (2) Reactant: Br[CH2:2][CH2:3][O:4][Si:5]([C:8]([CH3:11])([CH3:10])[CH3:9])([CH3:7])[CH3:6].C(=O)([O-])[O-].[K+].[K+].[CH:18]1([C:21]2[CH:22]=[C:23]([NH2:37])[CH:24]=[C:25]3[C:29]=2[N:28]([C:30]2[N:35]=[CH:34][C:33]([CH3:36])=[CH:32][N:31]=2)[CH:27]=[CH:26]3)[CH2:20][CH2:19]1. Product: [Si:5]([O:4][CH2:3][CH2:2][NH:37][C:23]1[CH:24]=[C:25]2[C:29](=[C:21]([CH:18]3[CH2:19][CH2:20]3)[CH:22]=1)[N:28]([C:30]1[N:35]=[CH:34][C:33]([CH3:36])=[CH:32][N:31]=1)[CH:27]=[CH:26]2)([C:8]([CH3:11])([CH3:10])[CH3:9])([CH3:7])[CH3:6]. The catalyst class is: 10.